Dataset: Forward reaction prediction with 1.9M reactions from USPTO patents (1976-2016). Task: Predict the product of the given reaction. (1) The product is: [Cl-:9].[NH2:1][C:2]1[C:3]([C:10]([NH:21][CH:22]2[CH2:27][CH2:26][CH2:25][N+:24]([CH2:39][C:40]([O:42][CH2:43][CH3:44])=[O:41])([CH2:28][CH2:29][CH2:30][C:31]3[CH:32]=[CH:33][C:34]([O:37][CH3:38])=[CH:35][CH:36]=3)[CH2:23]2)=[O:12])=[N:4][C:5]([Cl:9])=[C:6]([NH2:8])[N:7]=1. Given the reactants [NH2:1][C:2]1[C:3]([C:10]([OH:12])=O)=[N:4][C:5]([Cl:9])=[C:6]([NH2:8])[N:7]=1.FC(F)(F)C([O-])=O.[Br-].[NH2:21][CH:22]1[CH2:27][CH2:26][CH2:25][N+:24]([CH2:39][C:40]([O:42][CH2:43][CH3:44])=[O:41])([CH2:28][CH2:29][CH2:30][C:31]2[CH:36]=[CH:35][C:34]([O:37][CH3:38])=[CH:33][CH:32]=2)[CH2:23]1.NC1CCC[N+](CCCC2C=CC(OC)=CC=2)(CC(OCC)=O)C1.F[B-](F)(F)F.N1(OC(N(C)C)=[N+](C)C)C2C=CC=CC=2N=N1.C(N(CC)C(C)C)(C)C, predict the reaction product. (2) Given the reactants [CH3:1][N:2]([CH3:12])[C:3](=[O:11])[CH2:4][N:5]1[CH2:10][CH2:9][NH:8][CH2:7][CH2:6]1.[S:13]([NH2:17])(N)(=[O:15])=[O:14].C1(P(C2CCCCC2)C2C=CC=CC=2C2C(C(C)C)=CC(C(C)C)=CC=2C(C)C)CCCCC1.C(=O)([O-])[O-].[Cs+].[Cs+].Cl[C:59]1[CH:64]=[C:63]([O:65][CH3:66])[N:62]=[C:61]([S:67][CH2:68][C:69]2[CH:74]=[CH:73][CH:72]=[C:71]([F:75])[C:70]=2[F:76])[N:60]=1, predict the reaction product. The product is: [F:76][C:70]1[C:71]([F:75])=[CH:72][CH:73]=[CH:74][C:69]=1[CH2:68][S:67][C:61]1[N:60]=[C:59]([NH:17][S:13]([N:8]2[CH2:7][CH2:6][N:5]([CH2:4][C:3]([N:2]([CH3:12])[CH3:1])=[O:11])[CH2:10][CH2:9]2)(=[O:15])=[O:14])[CH:64]=[C:63]([O:65][CH3:66])[N:62]=1. (3) Given the reactants [CH:1]1[C:11]2[CH2:10][C:9]3([CH2:15][CH2:14][CH:13]([N:16]4[CH2:21][CH2:20][S:19][CH2:18][CH2:17]4)[CH2:12]3)[C:8]3[CH:22]=[CH:23][CH:24]=[CH:25][C:7]=3[CH2:6][C:5]=2[CH:4]=[CH:3][CH:2]=1.C(Cl)Cl.[OH:29]OS([O-])=O.[K+], predict the reaction product. The product is: [CH:1]1[C:11]2[CH2:10][C:9]3([CH2:15][CH2:14][CH:13]([N:16]4[CH2:17][CH2:18][S:19](=[O:29])[CH2:20][CH2:21]4)[CH2:12]3)[C:8]3[CH:22]=[CH:23][CH:24]=[CH:25][C:7]=3[CH2:6][C:5]=2[CH:4]=[CH:3][CH:2]=1. (4) Given the reactants [Si:1]([O:8][C@H:9]1[CH2:14][CH2:13][C@H:12]([N:15]2[CH:19]=[C:18](I)[C:17]([O:21][CH3:22])=[N:16]2)[CH2:11][CH2:10]1)([C:4]([CH3:7])([CH3:6])[CH3:5])([CH3:3])[CH3:2].C([Mg]Cl)(C)C.CO[B:30]1[O:34][C:33]([CH3:36])([CH3:35])[C:32]([CH3:38])([CH3:37])[O:31]1, predict the reaction product. The product is: [Si:1]([O:8][C@H:9]1[CH2:14][CH2:13][C@H:12]([N:15]2[CH:19]=[C:18]([B:30]3[O:34][C:33]([CH3:36])([CH3:35])[C:32]([CH3:38])([CH3:37])[O:31]3)[C:17]([O:21][CH3:22])=[N:16]2)[CH2:11][CH2:10]1)([C:4]([CH3:7])([CH3:6])[CH3:5])([CH3:3])[CH3:2]. (5) Given the reactants [Cl:1][C:2]1[C:10]2[C:9]([N:11]3[CH2:15][CH2:14][C:13]4([CH2:20][CH2:19][N:18]([CH2:21][CH2:22][CH2:23][NH:24]C(=O)OC(C)(C)C)[CH2:17][CH2:16]4)[CH2:12]3)=[N:8][CH:7]=[N:6][C:5]=2[NH:4][CH:3]=1.C(O)(C(F)(F)F)=O, predict the reaction product. The product is: [Cl:1][C:2]1[C:10]2[C:9]([N:11]3[CH2:15][CH2:14][C:13]4([CH2:20][CH2:19][N:18]([CH2:21][CH2:22][CH2:23][NH2:24])[CH2:17][CH2:16]4)[CH2:12]3)=[N:8][CH:7]=[N:6][C:5]=2[NH:4][CH:3]=1.